Task: Predict which catalyst facilitates the given reaction.. Dataset: Catalyst prediction with 721,799 reactions and 888 catalyst types from USPTO (1) The catalyst class is: 3. Product: [F:12][C:13]1[CH:14]=[CH:15][C:16]([CH:19]([CH2:20][C:21](=[O:23])[CH3:22])[C:1]([C:2]2[CH:7]=[CH:6][CH:5]=[CH:4][CH:3]=2)=[O:8])=[CH:17][CH:18]=1. Reactant: [CH:1](=[O:8])[C:2]1[CH:7]=[CH:6][CH:5]=[CH:4][CH:3]=1.[C-]#N.[Na+].[F:12][C:13]1[CH:18]=[CH:17][C:16](/[CH:19]=[CH:20]/[C:21](=[O:23])[CH3:22])=[CH:15][CH:14]=1.O. (2) Reactant: [CH3:1][O:2][C:3]1[CH:8]=[CH:7][C:6]([C:9]2[S:13][C:12]([C:14]([OH:16])=O)=[C:11]([NH:17][C:18]([NH:20][C:21]3[C:26]([CH3:27])=[CH:25][C:24]([CH3:28])=[CH:23][C:22]=3[CH3:29])=[O:19])[CH:10]=2)=[CH:5][CH:4]=1.CN(C(ON1N=NC2C=CC=NC1=2)=[N+](C)C)C.F[P-](F)(F)(F)(F)F.CCN(C(C)C)C(C)C.Cl.[NH2:64][C:65]1([C:70]([O:72][CH3:73])=[O:71])[CH2:69][CH2:68][CH2:67][CH2:66]1. Product: [CH3:1][O:2][C:3]1[CH:4]=[CH:5][C:6]([C:9]2[S:13][C:12]([C:14]([NH:64][C:65]3([C:70]([O:72][CH3:73])=[O:71])[CH2:69][CH2:68][CH2:67][CH2:66]3)=[O:16])=[C:11]([NH:17][C:18]([NH:20][C:21]3[C:22]([CH3:29])=[CH:23][C:24]([CH3:28])=[CH:25][C:26]=3[CH3:27])=[O:19])[CH:10]=2)=[CH:7][CH:8]=1. The catalyst class is: 3. (3) Reactant: [N:1]1[CH:6]=[CH:5][CH:4]=[C:3]([C:7]2[CH:11]=[C:10]([C:12]([O:14]CC)=[O:13])[NH:9][N:8]=2)[CH:2]=1.[OH-].[Na+]. Product: [N:1]1[CH:6]=[CH:5][CH:4]=[C:3]([C:7]2[CH:11]=[C:10]([C:12]([OH:14])=[O:13])[NH:9][N:8]=2)[CH:2]=1. The catalyst class is: 8.